Predict the product of the given reaction. From a dataset of Forward reaction prediction with 1.9M reactions from USPTO patents (1976-2016). (1) Given the reactants [BH4-].[Li+].C[O:4][C:5]([C:7]1[N:11]=[CH:10][N:9]([C:12]2[CH:17]=[CH:16][CH:15]=[C:14]([Cl:18])[CH:13]=2)[N:8]=1)=O.O.[H-], predict the reaction product. The product is: [Cl:18][C:14]1[CH:13]=[C:12]([N:9]2[CH:10]=[N:11][C:7]([CH2:5][OH:4])=[N:8]2)[CH:17]=[CH:16][CH:15]=1. (2) Given the reactants N(CC[S:6][CH3:7])=[N+]=[N-].C1(P(C2C=CC=CC=2)C2C=CC=CC=2)C=CC=CC=1.O.C([N:30]([CH2:33][CH3:34])[CH2:31][CH3:32])C.ClCC(Cl)=[O:38].[C:40]([O-:43])(=[S:42])[CH3:41].[K+], predict the reaction product. The product is: [CH3:7][S:6][N:30]([CH2:31][CH3:32])[C:33]([CH2:34][S:42][C:40](=[O:43])[CH3:41])=[O:38]. (3) Given the reactants [CH2:1]([N:3]([CH:15]1[CH2:20][CH2:19][NH:18][CH2:17][CH2:16]1)[S:4]([C:7]1[CH:12]=[CH:11][C:10]([O:13][CH3:14])=[CH:9][CH:8]=1)(=[O:6])=[O:5])[CH3:2].[C:21]([O:25][C:26](=[O:31])[NH:27][CH2:28][CH2:29]Br)([CH3:24])([CH3:23])[CH3:22].CCN(C(C)C)C(C)C.CCOCC, predict the reaction product. The product is: [C:21]([O:25][C:26](=[O:31])[NH:27][CH2:28][CH2:29][N:18]1[CH2:19][CH2:20][CH:15]([N:3]([CH2:1][CH3:2])[S:4]([C:7]2[CH:8]=[CH:9][C:10]([O:13][CH3:14])=[CH:11][CH:12]=2)(=[O:5])=[O:6])[CH2:16][CH2:17]1)([CH3:24])([CH3:23])[CH3:22]. (4) Given the reactants [NH2:1][C:2]1[O:3][CH2:4][CH2:5][C:6]=1[C:7]#[N:8].[F:9][C:10]1[CH:18]=[CH:17][C:13]([C:14](Cl)=[O:15])=[CH:12][CH:11]=1, predict the reaction product. The product is: [C:7]([C:6]1[CH2:5][CH2:4][O:3][C:2]=1[NH:1][C:14](=[O:15])[C:13]1[CH:17]=[CH:18][C:10]([F:9])=[CH:11][CH:12]=1)#[N:8]. (5) The product is: [C:31]([C:30]1[CH:16]([C:5]2[CH:6]=[CH:7][C:8]([N+:13]([O-:15])=[O:14])=[C:9]3[C:4]=2[O:3][C:2]([CH3:1])=[CH:11][C:10]3=[O:12])[C:19]([C:18]([O:24][CH:25]([CH3:27])[CH3:26])=[O:23])=[C:20]([CH3:22])[NH:28][C:29]=1[CH3:33])#[N:32]. Given the reactants [CH3:1][C:2]1[O:3][C:4]2[C:9]([C:10](=[O:12])[CH:11]=1)=[C:8]([N+:13]([O-:15])=[O:14])[CH:7]=[CH:6][C:5]=2[CH:16]=O.[C:18]([O:24][CH:25]([CH3:27])[CH3:26])(=[O:23])[CH2:19][C:20]([CH3:22])=O.[NH2:28]/[C:29](/[CH3:33])=[CH:30]\[C:31]#[N:32].C(O)(=O)C, predict the reaction product.